Dataset: Peptide-MHC class I binding affinity with 185,985 pairs from IEDB/IMGT. Task: Regression. Given a peptide amino acid sequence and an MHC pseudo amino acid sequence, predict their binding affinity value. This is MHC class I binding data. The binding affinity (normalized) is 0.0847. The MHC is HLA-A31:01 with pseudo-sequence HLA-A31:01. The peptide sequence is SFSFGGFTF.